The task is: Binary Classification. Given a T-cell receptor sequence (or CDR3 region) and an epitope sequence, predict whether binding occurs between them.. This data is from TCR-epitope binding with 47,182 pairs between 192 epitopes and 23,139 TCRs. (1) The epitope is SFHSLHLLF. The TCR CDR3 sequence is CASKVDREGTIYF. Result: 1 (the TCR binds to the epitope). (2) The epitope is IVTDFSVIK. The TCR CDR3 sequence is CASSLEGGGPRFGYTF. Result: 0 (the TCR does not bind to the epitope).